This data is from Reaction yield outcomes from USPTO patents with 853,638 reactions. The task is: Predict the reaction yield, written as a fraction of the theoretical maximum amount of product (1.0 means a 100% yield; for example, 0.34 means a 34% yield). (1) The reactants are [N:1]([C:4]1[CH:14]=[CH:13][C:7]([C:8]([NH:10][CH2:11][CH3:12])=[O:9])=[CH:6][CH:5]=1)=[N+:2]=[N-:3].[C:15]1([CH2:21][C:22](=O)[CH2:23][C:24]([O:26]CC)=[O:25])[CH:20]=[CH:19][CH:18]=[CH:17][CH:16]=1.[O-]CC.[Na+].C(=O)([O-])[O-].[Na+].[Na+]. The catalyst is C(O)C. The product is [CH2:21]([C:22]1[N:1]([C:4]2[CH:5]=[CH:6][C:7]([C:8]([NH:10][CH2:11][CH3:12])=[O:9])=[CH:13][CH:14]=2)[N:2]=[N:3][C:23]=1[C:24]([OH:26])=[O:25])[C:15]1[CH:20]=[CH:19][CH:18]=[CH:17][CH:16]=1. The yield is 0.757. (2) The reactants are [CH:1]1[CH:2]=[C:3]([CH2:6][NH:7][C:8]2[N:16]=[CH:15][N:14]=[C:10]3[N:11]=[CH:12][NH:13][C:9]=23)[O:4][CH:5]=1.Br[CH2:18][CH2:19][Cl:20].C([O-])([O-])=O.[K+].[K+]. The catalyst is CS(C)=O. The product is [CH2:6]([NH:7][C:8]1[N:16]=[CH:15][N:14]=[C:10]2[C:9]=1[N:13]=[CH:12][N:11]2[CH2:18][CH2:19][Cl:20])[C:3]1[O:4][CH:5]=[CH:1][CH:2]=1. The yield is 0.800. (3) The reactants are [CH2:1]([O:3][C:4]([C:6]1[CH:7]=[C:8]2[C:13](=[CH:14][CH:15]=1)[NH:12][CH:11]([C:16]1[CH:21]=[CH:20][CH:19]=[C:18]([NH2:22])[CH:17]=1)[C:10]([CH3:24])([CH3:23])[CH2:9]2)=[O:5])[CH3:2].N1C=CC=CC=1.Cl.[CH3:32][N:33]1[CH2:38][CH2:37][N:36]([C:39](Cl)=[O:40])[CH2:35][CH2:34]1. The catalyst is ClCCl. The product is [CH2:1]([O:3][C:4]([C:6]1[CH:7]=[C:8]2[C:13](=[CH:14][CH:15]=1)[NH:12][CH:11]([C:16]1[CH:21]=[CH:20][CH:19]=[C:18]([NH:22][C:39]([N:36]3[CH2:37][CH2:38][N:33]([CH3:32])[CH2:34][CH2:35]3)=[O:40])[CH:17]=1)[C:10]([CH3:23])([CH3:24])[CH2:9]2)=[O:5])[CH3:2]. The yield is 1.00. (4) The reactants are [CH3:1][O:2][C:3]1[CH:4]=[C:5]2[C:10](=[CH:11][C:12]=1[O:13][CH3:14])[NH:9][CH:8]=[CH:7][C:6]2=[S:15].Br[C:17]1[S:18][C:19]([N+:22]([O-:24])=[O:23])=[CH:20][N:21]=1.C(OCC)(=O)C.[OH-].[Na+]. The catalyst is CN(C)C=O.CCCCCC. The product is [CH3:1][O:2][C:3]1[CH:4]=[C:5]2[C:10](=[CH:11][C:12]=1[O:13][CH3:14])[N:9]=[CH:8][CH:7]=[C:6]2[S:15][C:17]1[S:18][C:19]([N+:22]([O-:24])=[O:23])=[CH:20][N:21]=1. The yield is 0.490. (5) The reactants are Br[CH2:2][C:3](=[O:5])[CH3:4].C(=O)([O-])[O-].[K+].[K+].[F:12][C:13]1[CH:18]=[C:17]([N+:19]([O-:21])=[O:20])[CH:16]=[CH:15][C:14]=1[N:22]1[CH2:27][CH2:26][NH:25][CH2:24][CH2:23]1. The catalyst is CC(C)=O. The product is [F:12][C:13]1[CH:18]=[C:17]([N+:19]([O-:21])=[O:20])[CH:16]=[CH:15][C:14]=1[N:22]1[CH2:27][CH2:26][N:25]([CH2:2][C:3](=[O:5])[CH3:4])[CH2:24][CH2:23]1. The yield is 0.830.